Dataset: Catalyst prediction with 721,799 reactions and 888 catalyst types from USPTO. Task: Predict which catalyst facilitates the given reaction. The catalyst class is: 781. Reactant: [NH2:1][C@H:2]([CH2:6][CH2:7][NH:8][C:9]([C:11]1[N:12]=[C:13]([C:29]#[N:30])[C:14]2[C:19]([C:20]=1[OH:21])=[CH:18][CH:17]=[C:16]([O:22][C:23]1[CH:28]=[CH:27][CH:26]=[CH:25][CH:24]=1)[CH:15]=2)=[O:10])[C:3]([OH:5])=[O:4].C(N(CC)CC)C.Cl[C:39]([O:41][CH3:42])=[O:40].Cl. Product: [C:29]([C:13]1[C:14]2[C:19](=[CH:18][CH:17]=[C:16]([O:22][C:23]3[CH:28]=[CH:27][CH:26]=[CH:25][CH:24]=3)[CH:15]=2)[C:20]([OH:21])=[C:11]([C:9]([NH:8][CH2:7][CH2:6][C@@H:2]([NH:1][C:39]([O:41][CH3:42])=[O:40])[C:3]([OH:5])=[O:4])=[O:10])[N:12]=1)#[N:30].